Dataset: Retrosynthesis with 50K atom-mapped reactions and 10 reaction types from USPTO. Task: Predict the reactants needed to synthesize the given product. Given the product Cc1cc(F)ccc1[C@H]1CN(S(=O)(=O)C2CC2)CC[C@@H]1C(=O)N(C)[C@@H](C)c1cc(C(F)(F)F)cc(C(F)(F)F)c1, predict the reactants needed to synthesize it. The reactants are: Cc1cc(F)ccc1[C@H]1CNCC[C@@H]1C(=O)N(C)[C@@H](C)c1cc(C(F)(F)F)cc(C(F)(F)F)c1.O=S(=O)(Cl)C1CC1.